Task: Regression. Given a peptide amino acid sequence and an MHC pseudo amino acid sequence, predict their binding affinity value. This is MHC class I binding data.. Dataset: Peptide-MHC class I binding affinity with 185,985 pairs from IEDB/IMGT (1) The peptide sequence is KEVTEDLL. The MHC is Mamu-A11 with pseudo-sequence Mamu-A11. The binding affinity (normalized) is 0.160. (2) The peptide sequence is QLKQRDALF. The MHC is HLA-A68:02 with pseudo-sequence HLA-A68:02. The binding affinity (normalized) is 0.0847. (3) The peptide sequence is STGKSIKFK. The MHC is HLA-A02:12 with pseudo-sequence HLA-A02:12. The binding affinity (normalized) is 0.0847. (4) The peptide sequence is GLSETGFMR. The MHC is HLA-A31:01 with pseudo-sequence HLA-A31:01. The binding affinity (normalized) is 0.589. (5) The peptide sequence is GMFTNRFGSQ. The MHC is HLA-A03:01 with pseudo-sequence HLA-A03:01. The binding affinity (normalized) is 0. (6) The peptide sequence is IPHYYYYGM. The MHC is HLA-A01:01 with pseudo-sequence HLA-A01:01. The binding affinity (normalized) is 0. (7) The peptide sequence is QVEQHHRRT. The MHC is HLA-A02:01 with pseudo-sequence HLA-A02:01. The binding affinity (normalized) is 0.